From a dataset of Catalyst prediction with 721,799 reactions and 888 catalyst types from USPTO. Predict which catalyst facilitates the given reaction. Reactant: [Li]CCCC.Br[C:7]1[CH:12]=[CH:11][CH:10]=[C:9]([Br:13])[N:8]=1.C(OC([N:21]1[CH2:26][CH2:25][C:24]2([CH2:31][CH2:30][C:29](=O)[CH2:28][CH2:27]2)[CH2:23][CH2:22]1)=O)(C)(C)C. Product: [Br:13][C:9]1[N:8]=[C:7]([C:29]2[CH2:30][CH2:31][C:24]3([CH2:25][CH2:26][NH:21][CH2:22][CH2:23]3)[CH2:27][CH:28]=2)[CH:12]=[CH:11][CH:10]=1. The catalyst class is: 4.